This data is from HIV replication inhibition screening data with 41,000+ compounds from the AIDS Antiviral Screen. The task is: Binary Classification. Given a drug SMILES string, predict its activity (active/inactive) in a high-throughput screening assay against a specified biological target. The drug is CC(=O)NC1=C(C)C(=O)c2c(nc3n2CCC3O)C1=O. The result is 0 (inactive).